Task: Predict which catalyst facilitates the given reaction.. Dataset: Catalyst prediction with 721,799 reactions and 888 catalyst types from USPTO Reactant: Cl.[Cl:2][C:3]1[CH:8]=[C:7]([C:9]2[CH:14]=[CH:13][CH:12]=[C:11]([Cl:15])[CH:10]=2)[N:6]=[C:5]2[CH2:16][CH2:17][CH2:18][C:4]=12.[NH2:19][C:20]1[CH:25]=[CH:24][C:23]([CH2:26][CH2:27][CH2:28][OH:29])=[CH:22][CH:21]=1. Product: [ClH:2].[Cl:15][C:11]1[CH:10]=[C:9]([C:7]2[N:6]=[C:5]3[CH2:16][CH2:17][CH2:18][C:4]3=[C:3]([NH:19][C:20]3[CH:21]=[CH:22][C:23]([CH2:26][CH2:27][CH2:28][OH:29])=[CH:24][CH:25]=3)[CH:8]=2)[CH:14]=[CH:13][CH:12]=1. The catalyst class is: 32.